From a dataset of Acute oral toxicity (LD50) regression data from Zhu et al.. Regression/Classification. Given a drug SMILES string, predict its toxicity properties. Task type varies by dataset: regression for continuous values (e.g., LD50, hERG inhibition percentage) or binary classification for toxic/non-toxic outcomes (e.g., AMES mutagenicity, cardiotoxicity, hepatotoxicity). Dataset: ld50_zhu. (1) The drug is CNCCCC12CCC(c3ccccc31)c1ccccc12. The rat oral LD50 is 2.56, given as -log10 of the dose in mol/kg body weight (higher means more acutely toxic). (2) The molecule is COc1nccnc1NS(=O)(=O)c1ccc(N)cc1. The rat oral LD50 is 2.01, given as -log10 of the dose in mol/kg body weight (higher means more acutely toxic). (3) The molecule is O=C(OCC1C=CCCC1)C1CC=CCC1. The rat oral LD50 is 1.92, given as -log10 of the dose in mol/kg body weight (higher means more acutely toxic). (4) The drug is CC(=O)Nc1cc(Cl)c([N+](=O)[O-])cc1Cl. The rat oral LD50 is 1.95, given as -log10 of the dose in mol/kg body weight (higher means more acutely toxic). (5) The drug is Oc1cc2c3c(c1)c1cc4c(cc1c[n+]3CC2)OCO4. The rat oral LD50 is 3.47, given as -log10 of the dose in mol/kg body weight (higher means more acutely toxic).